Dataset: Full USPTO retrosynthesis dataset with 1.9M reactions from patents (1976-2016). Task: Predict the reactants needed to synthesize the given product. (1) Given the product [CH3:1][C:2]1[CH:3]=[CH:4][C:5]2[CH:9]=[C:8]([B:16]([OH:21])[OH:17])[S:7][C:6]=2[CH:10]=1, predict the reactants needed to synthesize it. The reactants are: [CH3:1][C:2]1[CH:3]=[CH:4][C:5]2[CH:9]=[CH:8][S:7][C:6]=2[CH:10]=1.[Li]CCCC.[B:16](OC(C)C)([O:21]C(C)C)[O:17]C(C)C. (2) Given the product [S:6]1[CH:7]=[C:3]([CH2:16][CH:14]([NH:15][S:17]([C:20]2[C:25]([CH3:26])=[CH:24][C:23]([CH3:27])=[CH:22][C:21]=2[CH3:28])(=[O:19])=[O:18])[C:13]([F:29])([F:12])[F:30])[C:4]2[CH:11]=[CH:10][CH:9]=[CH:8][C:5]1=2, predict the reactants needed to synthesize it. The reactants are: [Mg].Br[C:3]1[C:4]2[CH:11]=[CH:10][CH:9]=[CH:8][C:5]=2[S:6][CH:7]=1.[F:12][C:13]([F:30])([F:29])[CH:14]1[CH2:16][N:15]1[S:17]([C:20]1[C:25]([CH3:26])=[CH:24][C:23]([CH3:27])=[CH:22][C:21]=1[CH3:28])(=[O:19])=[O:18].